From a dataset of Experimental lipophilicity measurements (octanol/water distribution) for 4,200 compounds from AstraZeneca. Regression/Classification. Given a drug SMILES string, predict its absorption, distribution, metabolism, or excretion properties. Task type varies by dataset: regression for continuous measurements (e.g., permeability, clearance, half-life) or binary classification for categorical outcomes (e.g., BBB penetration, CYP inhibition). For this dataset (lipophilicity_astrazeneca), we predict Y. The Y is 1.50 logD. The drug is CCCCC1(CC)C(=O)NC(=O)NC1=O.